Dataset: Forward reaction prediction with 1.9M reactions from USPTO patents (1976-2016). Task: Predict the product of the given reaction. Given the reactants [CH:1]1([C@@H:5]2[NH:10][C:9](=[O:11])[C@H:8]([CH2:12][CH:13]([CH3:15])[CH3:14])[NH:7][CH2:6]2)[CH2:4][CH2:3][CH2:2]1.[F:16][C:17]1[CH:22]=[CH:21][C:20]([C:23]2[O:27][N:26]=[C:25]([C:28](O)=[O:29])[CH:24]=2)=[CH:19][CH:18]=1.C([C@@H]1N(C(=O)/C=C/C2C=CC=CC=2)C[C@H](CC(C)C)NC1=O)C(C)C, predict the reaction product. The product is: [CH:1]1([C@@H:5]2[NH:10][C:9](=[O:11])[C@H:8]([CH2:12][CH:13]([CH3:15])[CH3:14])[N:7]([C:28]([C:25]3[CH:24]=[C:23]([C:20]4[CH:21]=[CH:22][C:17]([F:16])=[CH:18][CH:19]=4)[O:27][N:26]=3)=[O:29])[CH2:6]2)[CH2:2][CH2:3][CH2:4]1.